From a dataset of Forward reaction prediction with 1.9M reactions from USPTO patents (1976-2016). Predict the product of the given reaction. Given the reactants [Cl:1][C:2]1[C:7]([N:8]2[CH2:13][CH2:12][N:11]([CH2:14][CH:15]([F:17])[F:16])[CH2:10][CH2:9]2)=[CH:6][C:5]([C:18]#[N:19])=[CH:4][C:3]=1[NH:20][C:21]1[N:26]=[C:25]([NH:27][CH:28]2[CH2:30][CH2:29]2)[C:24]2=[N:31][CH:32]=[C:33]([C:34]#[N:35])[N:23]2[N:22]=1.Cl, predict the reaction product. The product is: [ClH:1].[Cl:1][C:2]1[C:7]([N:8]2[CH2:13][CH2:12][N:11]([CH2:14][CH:15]([F:17])[F:16])[CH2:10][CH2:9]2)=[CH:6][C:5]([C:18]#[N:19])=[CH:4][C:3]=1[NH:20][C:21]1[N:26]=[C:25]([NH:27][CH:28]2[CH2:29][CH2:30]2)[C:24]2=[N:31][CH:32]=[C:33]([C:34]#[N:35])[N:23]2[N:22]=1.